This data is from Reaction yield outcomes from USPTO patents with 853,638 reactions. The task is: Predict the reaction yield, written as a fraction of the theoretical maximum amount of product (1.0 means a 100% yield; for example, 0.34 means a 34% yield). (1) The reactants are Br[C:2]1[CH:3]=[CH:4][C:5]([C:8]([NH:10][CH2:11][CH2:12][C:13]([F:16])([F:15])[F:14])=[O:9])=[N:6][CH:7]=1.C([Sn](CCCC)(CCCC)[C:22]([O:24]CC)=[CH2:23])CCC.Cl.C([O-])(O)=O.[Na+]. The catalyst is C1(C)C=CC=CC=1.Cl[Pd](Cl)([P](C1C=CC=CC=1)(C1C=CC=CC=1)C1C=CC=CC=1)[P](C1C=CC=CC=1)(C1C=CC=CC=1)C1C=CC=CC=1. The product is [C:22]([C:2]1[CH:3]=[CH:4][C:5]([C:8]([NH:10][CH2:11][CH2:12][C:13]([F:16])([F:15])[F:14])=[O:9])=[N:6][CH:7]=1)(=[O:24])[CH3:23]. The yield is 0.710. (2) The reactants are [CH3:1][O:2][C:3]1[CH:8]=[CH:7][CH:6]=[CH:5][C:4]=1[NH:9][C:10](=[O:15])[CH2:11][C:12]([OH:14])=O.C1C=CC2N(O)N=NC=2C=1.[F:26][C:27]1[CH:28]=[C:29]([NH2:49])[CH:30]=[CH:31][C:32]=1[O:33][C:34]1[CH:39]=[CH:38][N:37]=[C:36]2[CH:40]=[C:41]([C:43]3[N:44]([CH3:48])[CH:45]=[CH:46][N:47]=3)[S:42][C:35]=12.C(Cl)CCl.C([O-])(O)=O.[Na+]. The catalyst is CN(C=O)C. The product is [F:26][C:27]1[CH:28]=[C:29]([NH:49][C:12](=[O:14])[CH2:11][C:10]([NH:9][C:4]2[CH:5]=[CH:6][CH:7]=[CH:8][C:3]=2[O:2][CH3:1])=[O:15])[CH:30]=[CH:31][C:32]=1[O:33][C:34]1[CH:39]=[CH:38][N:37]=[C:36]2[CH:40]=[C:41]([C:43]3[N:44]([CH3:48])[CH:45]=[CH:46][N:47]=3)[S:42][C:35]=12. The yield is 0.550. (3) The reactants are Br[C:2]1[CH:10]=[CH:9][C:8]([O:11][CH3:12])=[CH:7][C:3]=1[C:4]([OH:6])=[O:5].C(=O)=O.CC(C)=O.C([Li])CCC.CON(C)[C:28](=[O:37])[C:29]1[CH:34]=[CH:33][C:32]([O:35][CH3:36])=[CH:31][CH:30]=1. The catalyst is O1CCCC1.CCCCCC. The product is [CH3:12][O:11][C:8]1[CH:9]=[CH:10][C:2]([C:28](=[O:37])[C:29]2[CH:34]=[CH:33][C:32]([O:35][CH3:36])=[CH:31][CH:30]=2)=[C:3]([CH:7]=1)[C:4]([OH:6])=[O:5]. The yield is 0.640. (4) The reactants are [CH3:1][O:2][C:3]1[C:4]([N+:14]([O-])=O)=[C:5]([CH:10]=[CH:11][C:12]=1[CH3:13])[C:6]([O:8][CH3:9])=[O:7].[H][H]. The catalyst is C(O)C.[Pd]. The product is [NH2:14][C:4]1[C:3]([O:2][CH3:1])=[C:12]([CH3:13])[CH:11]=[CH:10][C:5]=1[C:6]([O:8][CH3:9])=[O:7]. The yield is 0.938.